From a dataset of Experimentally validated miRNA-target interactions with 360,000+ pairs, plus equal number of negative samples. Binary Classification. Given a miRNA mature sequence and a target amino acid sequence, predict their likelihood of interaction. (1) The miRNA is mmu-miR-669d-5p with sequence ACUUGUGUGUGCAUGUAUAUGU. The protein sequence of the target gene is MAASISGYTFSAVCFHSANSNADHEGFLLGEVRQEETFSISDSQISNTEFLQVIEIHNHQPCSQLFSFYDYASKVNEESLDRILKDRRKKVIGWYRFRRNTQQQMSYREQVIHKQLTRILGVPDLVFLLFSFISTANNSTHALEYVLFRPNRRYNQRISLAIPNLGNTSQQEYKVSSVPNTSQSYAKVIKEHGTDFFDKDGVMKDIRAIYQVYNALQEKVQAVCADVEKSERVVESCQAEVNKLRRQITQKKNEKEQERRLQQALLSRQMPSESLEPAFSPRMSYSGFSAEGRSTLAETE.... Result: 0 (no interaction). (2) The miRNA is hsa-miR-4664-5p with sequence UGGGGUGCCCACUCCGCAAGUU. The protein sequence of the target gene is MEADKDDTQQILKEHSPDEFIKDEQNKGLIDEITKKNIQLKKEIQKLETELQEATKEFQIKEDIPETKMKFLSVETPENDSQLSNISCSFQVSSKVPYEIQKGQALITFEKEEVAQNVVSMSKHHVQIKDVNLEVTAKPVPLNSGVRFQVYVEVSKMKINVTEIPDTLREDQMRDKLELSFSKSRNGGGEVDRVDYDRQSGSAVITFVEIGVADKILKKKEYPLYINQTCHRVTVSPYTEIHLKKYQIFSGTSKRTVLLTGMEGIQMDEEIVEDLINIHFQRAKNGGGEVDVVKCSLGQP.... Result: 0 (no interaction). (3) The miRNA is hsa-miR-362-3p with sequence AACACACCUAUUCAAGGAUUCA. The protein sequence of the target gene is MELAAGSFSEEQFWEACAELQQPALAGADWQLLVETSGISIYRLLDKKTGLYEYKVFGVLEDCSPTLLADIYMDSDYRKQWDQYVKELYEQECNGETVVYWEVKYPFPMSNRDYVYLRQRRDLDMEGRKIHVILARSTSMPQLGERSGVIRVKQYKQSLAIESDGKKGSKVFMYYFDNPGGQIPSWLINWAAKNGVPNFLKDMARACQNYLKKT. Result: 0 (no interaction). (4) The miRNA is hsa-miR-4753-3p with sequence UUCUCUUUCUUUAGCCUUGUGU. The protein sequence of the target gene is MLRYPYFCRMYKECLSCWLESGIPNLGVWPNRIHTTAEKYREYEAREQTDQTQAQELHRSQDRDFETMAKLHIPVMVDEVVHCLSPQKGQIFLDMTFGSGGHTKAILQKESDIVLYALDRDPTAYALAEHLSELYPKQIRAMLGQFSQAEALLMKAGVQPGTFDGVLMDLGCSSMQLDTPERGFSLRKDGPLDMRMDGGRYPDMPTAADVVNALDQQALASILRTYGEEKHAKKIASAIVQARSIYPITRTQQLASIVAGAFPPSAIYTRKDLLQRSTHIATKTFQALRIFVNNELNELY.... Result: 1 (interaction). (5) The miRNA is mmu-miR-1843a-3p with sequence UCUGAUCGUUCACCUCCAUACA. The protein sequence of the target gene is MLKPKDLCPRAGTRTFLEAMQAGKVHLARFVLDALDRSIIDCRAEQGRTPLMVAVGLPDPAMRSRFVRLLLEQGAAVNLRDERGRTALSLACERGHLDAVQLLVQFSGDPEATDSAGNSPVMWAAACGHGAVLEFLVRSFRRLGLRLDRTNRAGLTALQLAASRGHGTCVQALTGPWGRAAAAAAARGSNSDSPPGHPAPAPSPERRRPSPRRLPRPLLARFARAAGGHGHGHGHGHGHGGELASAGKGSVRYRAQGNERPELGRSMSLALGTMTEEETARLRAGALMARPNSPQSSGSG.... Result: 0 (no interaction). (6) The miRNA is mmu-miR-483-5p with sequence AAGACGGGAGAAGAGAAGGGAG. The protein sequence of the target gene is MPEFVVTALLAPSRLSLKLLRALVMSLVYLAALVAAFVYSCIALTHVMCRPRRGCCGRQRLSPPECLRDPTLGEHCFLTLRVSVPPVKSSGLRLHYVSAGHGNGPLMLFLHGFPENWFSWRYQLREFQSHFHVVAVDMRGYSPSDAPKEVDCYTIDLLLDDIKDTILGLGYSKCILVSHDWGASLAWEFSIYYPSLVERMVVANGPPMSVIQEYSIHHIGQIFRSNYMFLFQLPWLPEKLLSMSDFQILKDTFTHRKNGIPGLTPSELEAFLYHFSQPGCLTGPINYYRNVFRNFPLEPK.... Result: 0 (no interaction). (7) The miRNA is hsa-miR-4651 with sequence CGGGGUGGGUGAGGUCGGGC. The protein sequence of the target gene is MELSVLLFLALLTGLLLLLVQRHPNTHDRLPPGPRPLPLLGNLLQMDRRGLLKSFLRFREKYGDVFTVHLGPRPVVMLCGVEAIREALVDKAEAFSGRGKIAMVDPFFRGYGVIFANGNRWKVLRRFSVTTMRDFGMGKRSVEERIQEEAQCLIEELRKSKGALMDPTFLFQSITANIICSIVFGKRFHYQDQEFLKMLNLFYQTFSLISSVFGQLFELFSGFLKYFPGAHRQVYKNLQEINAYIGHSVEKHRETLDPSAPKDLIDTYLLHMEKEKSNAHSEFSHQNLNLNTLSLFFAGT.... Result: 1 (interaction).